Dataset: Full USPTO retrosynthesis dataset with 1.9M reactions from patents (1976-2016). Task: Predict the reactants needed to synthesize the given product. (1) Given the product [C:42]([C:39]1[C:38]2=[N:45][C:35]3=[CH:36][N:37]2[C:12]([N:13]2[CH2:14][CH2:15][C:16]([CH3:51])([O:17][CH2:18][CH2:19][CH2:20][CH2:21][C@H:22]([CH3:48])[O:23][C:24]4[CH:25]=[CH:26][C:27]([F:47])=[CH:28][C:29]=4[C:30]4[CH:46]=[C:34]3[CH:33]=[CH:32][CH:31]=4)[CH2:49][CH2:50]2)=[C:11]([C@H:6]([O:5][C:1]([CH3:2])([CH3:4])[CH3:3])[C:7]([O:9][CH3:10])=[O:8])[C:40]=1[CH3:41])(=[O:53])[CH3:43], predict the reactants needed to synthesize it. The reactants are: [C:1]([O:5][C@@H:6]([C:11]1[C:40]([CH3:41])=[C:39]([C:42](C)=[CH2:43])[C:38]2=[N:45][C:35]3=[CH:36][N:37]2[C:12]=1[N:13]1[CH2:50][CH2:49][C:16]([CH3:51])([O:17][CH2:18][CH2:19][CH2:20][CH2:21][C@H:22]([CH3:48])[O:23][C:24]2[CH:25]=[CH:26][C:27]([F:47])=[CH:28][C:29]=2[C:30]2[CH:46]=[C:34]3[CH:33]=[CH:32][CH:31]=2)[CH2:15][CH2:14]1)[C:7]([O:9][CH3:10])=[O:8])([CH3:4])([CH3:3])[CH3:2].I([O-])(=O)(=O)=[O:53].[Na+].CC(=O)OCC. (2) Given the product [C:1]([O:4][C@@H:5]1[C@H:9]([O:10][C:11](=[O:13])[CH3:12])[C@@H:8]([C:14]#[CH:15])[O:7][C@H:6]1[N:16]1[CH:24]=[N:23][C:22]2[C:17]1=[N:18][CH:19]=[N:20][C:21]=2[NH:30][C:29]1[CH:31]=[CH:32][CH:33]=[C:27]([Cl:26])[C:28]=1[F:34])(=[O:3])[CH3:2], predict the reactants needed to synthesize it. The reactants are: [C:1]([O:4][C@@H:5]1[C@H:9]([O:10][C:11](=[O:13])[CH3:12])[C@@H:8]([C:14]#[CH:15])[O:7][C@H:6]1[N:16]1[CH:24]=[N:23][C:22]2[C:17]1=[N:18][CH:19]=[N:20][C:21]=2Cl)(=[O:3])[CH3:2].[Cl:26][C:27]1[C:28]([F:34])=[C:29]([CH:31]=[CH:32][CH:33]=1)[NH2:30]. (3) The reactants are: Cl.Cl.[N:3]1([CH2:9][CH:10]([C:22]2([OH:28])[CH2:27][CH2:26][CH2:25][CH2:24][CH2:23]2)[C:11]2[CH:16]=[CH:15][CH:14]=[C:13]([O:17][C:18]([F:21])([F:20])[F:19])[CH:12]=2)[CH2:8][CH2:7][NH:6][CH2:5][CH2:4]1.[CH3:29][C:30]1([CH3:33])[CH2:32][O:31]1. Given the product [OH:31][C:30]([CH3:33])([CH3:32])[CH2:29][N:6]1[CH2:7][CH2:8][N:3]([CH2:9][CH:10]([C:22]2([OH:28])[CH2:27][CH2:26][CH2:25][CH2:24][CH2:23]2)[C:11]2[CH:16]=[CH:15][CH:14]=[C:13]([O:17][C:18]([F:21])([F:20])[F:19])[CH:12]=2)[CH2:4][CH2:5]1, predict the reactants needed to synthesize it.